This data is from Cav3 T-type calcium channel HTS with 100,875 compounds. The task is: Binary Classification. Given a drug SMILES string, predict its activity (active/inactive) in a high-throughput screening assay against a specified biological target. (1) The compound is Clc1cc2N(C(=O)C3N(CCC3)c2nc1)CC(=O)Nc1c(CC)cccc1. The result is 0 (inactive). (2) The molecule is S(=O)(=O)(N(CC)CC)c1cc2c([nH]cc(c2=O)C(=O)NCCc2cc(OC)c(OC)cc2)cc1. The result is 0 (inactive). (3) The drug is O1CCN(CC1)C=1NC(=O)CC(N1)C(=O)Nc1ccccc1. The result is 0 (inactive). (4) The compound is o1c(NC=2NCN(CCCC)CN2)nc2c1cccc2. The result is 0 (inactive). (5) The result is 0 (inactive). The molecule is s1c(C(N2CCN(CC2)c2c(F)cccc2)c2n(nnn2)CCc2ccccc2)ccc1. (6) The molecule is S(c1n(CC2OCCC2)c(nn1)c1occc1)CC(=O)N1CCCC1. The result is 0 (inactive). (7) The result is 0 (inactive). The molecule is Clc1c(CSc2nc3nc4CCCCc4cc3c(n2)N)cccc1. (8) The drug is S=C(Nc1ccc(F)cc1)/N=C\N(C)C. The result is 0 (inactive).